From a dataset of NCI-60 drug combinations with 297,098 pairs across 59 cell lines. Regression. Given two drug SMILES strings and cell line genomic features, predict the synergy score measuring deviation from expected non-interaction effect. (1) Drug 1: CN1CCC(CC1)COC2=C(C=C3C(=C2)N=CN=C3NC4=C(C=C(C=C4)Br)F)OC. Drug 2: C1=CN(C(=O)N=C1N)C2C(C(C(O2)CO)O)O.Cl. Cell line: SK-MEL-5. Synergy scores: CSS=9.86, Synergy_ZIP=4.21, Synergy_Bliss=10.2, Synergy_Loewe=0.154, Synergy_HSA=5.35. (2) Drug 1: C1C(C(OC1N2C=NC3=C(N=C(N=C32)Cl)N)CO)O. Drug 2: C1CN(P(=O)(OC1)NCCCl)CCCl. Synergy scores: CSS=12.7, Synergy_ZIP=-6.11, Synergy_Bliss=1.23, Synergy_Loewe=-14.6, Synergy_HSA=-0.774. Cell line: DU-145. (3) Drug 1: C1CCC(CC1)NC(=O)N(CCCl)N=O. Drug 2: C1CC(C1)(C(=O)O)C(=O)O.[NH2-].[NH2-].[Pt+2]. Cell line: 786-0. Synergy scores: CSS=52.8, Synergy_ZIP=3.48, Synergy_Bliss=4.20, Synergy_Loewe=-1.21, Synergy_HSA=7.00. (4) Drug 1: C1=NC(=NC(=O)N1C2C(C(C(O2)CO)O)O)N. Drug 2: CN(C(=O)NC(C=O)C(C(C(CO)O)O)O)N=O. Cell line: HOP-92. Synergy scores: CSS=6.66, Synergy_ZIP=-4.41, Synergy_Bliss=-1.56, Synergy_Loewe=-6.20, Synergy_HSA=-1.17. (5) Drug 1: C1=CC(=CC=C1CCCC(=O)O)N(CCCl)CCCl. Drug 2: C1C(C(OC1N2C=C(C(=O)NC2=O)F)CO)O. Cell line: IGROV1. Synergy scores: CSS=37.8, Synergy_ZIP=-9.88, Synergy_Bliss=-6.60, Synergy_Loewe=-3.27, Synergy_HSA=-0.974. (6) Drug 1: CNC(=O)C1=CC=CC=C1SC2=CC3=C(C=C2)C(=NN3)C=CC4=CC=CC=N4. Drug 2: C1=CC=C(C(=C1)C(C2=CC=C(C=C2)Cl)C(Cl)Cl)Cl. Cell line: NCI-H226. Synergy scores: CSS=4.09, Synergy_ZIP=1.03, Synergy_Bliss=4.03, Synergy_Loewe=-4.42, Synergy_HSA=2.25. (7) Drug 2: C1CN(P(=O)(OC1)NCCCl)CCCl. Drug 1: COC1=C(C=C2C(=C1)N=CN=C2NC3=CC(=C(C=C3)F)Cl)OCCCN4CCOCC4. Synergy scores: CSS=13.5, Synergy_ZIP=-4.01, Synergy_Bliss=2.55, Synergy_Loewe=-8.21, Synergy_HSA=2.55. Cell line: COLO 205. (8) Drug 1: CC1=C(C=C(C=C1)NC(=O)C2=CC=C(C=C2)CN3CCN(CC3)C)NC4=NC=CC(=N4)C5=CN=CC=C5. Drug 2: CS(=O)(=O)CCNCC1=CC=C(O1)C2=CC3=C(C=C2)N=CN=C3NC4=CC(=C(C=C4)OCC5=CC(=CC=C5)F)Cl. Cell line: CAKI-1. Synergy scores: CSS=-5.34, Synergy_ZIP=2.53, Synergy_Bliss=8.15, Synergy_Loewe=-5.17, Synergy_HSA=-2.78. (9) Drug 1: COC1=NC(=NC2=C1N=CN2C3C(C(C(O3)CO)O)O)N. Drug 2: C1=NC(=NC(=O)N1C2C(C(C(O2)CO)O)O)N. Cell line: UACC62. Synergy scores: CSS=34.8, Synergy_ZIP=2.45, Synergy_Bliss=-0.877, Synergy_Loewe=-36.1, Synergy_HSA=-8.33. (10) Synergy scores: CSS=27.1, Synergy_ZIP=-9.24, Synergy_Bliss=-0.727, Synergy_Loewe=-21.5, Synergy_HSA=-0.887. Cell line: COLO 205. Drug 2: C1CC(=O)NC(=O)C1N2C(=O)C3=CC=CC=C3C2=O. Drug 1: CN(CCCl)CCCl.Cl.